Dataset: NCI-60 drug combinations with 297,098 pairs across 59 cell lines. Task: Regression. Given two drug SMILES strings and cell line genomic features, predict the synergy score measuring deviation from expected non-interaction effect. (1) Drug 1: C1=CC(=CC=C1CCCC(=O)O)N(CCCl)CCCl. Drug 2: C1=NC2=C(N1)C(=S)N=C(N2)N. Cell line: SW-620. Synergy scores: CSS=18.6, Synergy_ZIP=-7.99, Synergy_Bliss=-3.09, Synergy_Loewe=-6.20, Synergy_HSA=-2.09. (2) Drug 1: CC1=C(C(CCC1)(C)C)C=CC(=CC=CC(=CC(=O)O)C)C. Drug 2: C1CCC(C(C1)N)N.C(=O)(C(=O)[O-])[O-].[Pt+4]. Cell line: SF-295. Synergy scores: CSS=24.7, Synergy_ZIP=1.63, Synergy_Bliss=6.14, Synergy_Loewe=-8.72, Synergy_HSA=0.886. (3) Cell line: BT-549. Drug 2: C(CC(=O)O)C(=O)CN.Cl. Synergy scores: CSS=0.196, Synergy_ZIP=-1.58, Synergy_Bliss=-2.86, Synergy_Loewe=-2.65, Synergy_HSA=-2.22. Drug 1: CN1C(=O)N2C=NC(=C2N=N1)C(=O)N. (4) Drug 1: C1=CC(=C2C(=C1NCCNCCO)C(=O)C3=C(C=CC(=C3C2=O)O)O)NCCNCCO. Drug 2: CS(=O)(=O)CCNCC1=CC=C(O1)C2=CC3=C(C=C2)N=CN=C3NC4=CC(=C(C=C4)OCC5=CC(=CC=C5)F)Cl. Cell line: A549. Synergy scores: CSS=59.5, Synergy_ZIP=6.07, Synergy_Bliss=8.49, Synergy_Loewe=-3.14, Synergy_HSA=10.8. (5) Drug 1: CN(C)N=NC1=C(NC=N1)C(=O)N. Drug 2: CC1=C2C(C(=O)C3(C(CC4C(C3C(C(C2(C)C)(CC1OC(=O)C(C(C5=CC=CC=C5)NC(=O)OC(C)(C)C)O)O)OC(=O)C6=CC=CC=C6)(CO4)OC(=O)C)O)C)O. Cell line: SK-MEL-2. Synergy scores: CSS=21.8, Synergy_ZIP=3.30, Synergy_Bliss=3.45, Synergy_Loewe=-38.1, Synergy_HSA=1.18. (6) Drug 1: CNC(=O)C1=CC=CC=C1SC2=CC3=C(C=C2)C(=NN3)C=CC4=CC=CC=N4. Drug 2: CC1C(C(CC(O1)OC2CC(CC3=C2C(=C4C(=C3O)C(=O)C5=C(C4=O)C(=CC=C5)OC)O)(C(=O)CO)O)N)O.Cl. Cell line: RXF 393. Synergy scores: CSS=35.2, Synergy_ZIP=-2.98, Synergy_Bliss=-4.05, Synergy_Loewe=-13.4, Synergy_HSA=-3.68. (7) Drug 1: C1CCN(CC1)CCOC2=CC=C(C=C2)C(=O)C3=C(SC4=C3C=CC(=C4)O)C5=CC=C(C=C5)O. Drug 2: C1CC(=O)NC(=O)C1N2CC3=C(C2=O)C=CC=C3N. Cell line: ACHN. Synergy scores: CSS=3.21, Synergy_ZIP=2.32, Synergy_Bliss=0.577, Synergy_Loewe=-1.02, Synergy_HSA=-0.867. (8) Drug 2: CC1CCCC2(C(O2)CC(NC(=O)CC(C(C(=O)C(C1O)C)(C)C)O)C(=CC3=CSC(=N3)C)C)C. Synergy scores: CSS=19.6, Synergy_ZIP=14.9, Synergy_Bliss=19.6, Synergy_Loewe=10.8, Synergy_HSA=14.5. Drug 1: CN(C)N=NC1=C(NC=N1)C(=O)N. Cell line: RPMI-8226. (9) Drug 1: C1=CC(=CC=C1CCC2=CNC3=C2C(=O)NC(=N3)N)C(=O)NC(CCC(=O)O)C(=O)O. Drug 2: CCC1=CC2CC(C3=C(CN(C2)C1)C4=CC=CC=C4N3)(C5=C(C=C6C(=C5)C78CCN9C7C(C=CC9)(C(C(C8N6C)(C(=O)OC)O)OC(=O)C)CC)OC)C(=O)OC.C(C(C(=O)O)O)(C(=O)O)O. Cell line: MDA-MB-231. Synergy scores: CSS=29.4, Synergy_ZIP=-5.22, Synergy_Bliss=1.15, Synergy_Loewe=1.81, Synergy_HSA=5.05.